Task: Regression. Given two drug SMILES strings and cell line genomic features, predict the synergy score measuring deviation from expected non-interaction effect.. Dataset: NCI-60 drug combinations with 297,098 pairs across 59 cell lines (1) Drug 1: CC1OCC2C(O1)C(C(C(O2)OC3C4COC(=O)C4C(C5=CC6=C(C=C35)OCO6)C7=CC(=C(C(=C7)OC)O)OC)O)O. Drug 2: C1=CC(=CC=C1CC(C(=O)O)N)N(CCCl)CCCl.Cl. Cell line: HOP-92. Synergy scores: CSS=42.9, Synergy_ZIP=-3.17, Synergy_Bliss=-0.769, Synergy_Loewe=-8.23, Synergy_HSA=2.28. (2) Drug 1: CC1C(C(CC(O1)OC2CC(CC3=C2C(=C4C(=C3O)C(=O)C5=C(C4=O)C(=CC=C5)OC)O)(C(=O)CO)O)N)O.Cl. Drug 2: CC(CN1CC(=O)NC(=O)C1)N2CC(=O)NC(=O)C2. Cell line: MCF7. Synergy scores: CSS=9.83, Synergy_ZIP=-2.43, Synergy_Bliss=1.67, Synergy_Loewe=-9.83, Synergy_HSA=3.37. (3) Drug 1: CC1C(C(CC(O1)OC2CC(CC3=C2C(=C4C(=C3O)C(=O)C5=C(C4=O)C(=CC=C5)OC)O)(C(=O)C)O)N)O.Cl. Drug 2: CC1C(C(=O)NC(C(=O)N2CCCC2C(=O)N(CC(=O)N(C(C(=O)O1)C(C)C)C)C)C(C)C)NC(=O)C3=C4C(=C(C=C3)C)OC5=C(C(=O)C(=C(C5=N4)C(=O)NC6C(OC(=O)C(N(C(=O)CN(C(=O)C7CCCN7C(=O)C(NC6=O)C(C)C)C)C)C(C)C)C)N)C. Cell line: A498. Synergy scores: CSS=5.85, Synergy_ZIP=-4.77, Synergy_Bliss=2.58, Synergy_Loewe=1.56, Synergy_HSA=1.57.